From a dataset of Forward reaction prediction with 1.9M reactions from USPTO patents (1976-2016). Predict the product of the given reaction. Given the reactants [C:1]([O:5][C:6](=[O:24])[CH2:7][C:8]1[CH:9]=[N:10][C:11]([NH:17][C:18](=[O:23])[C:19]([CH3:22])([CH3:21])[CH3:20])=[CH:12][C:13]=1[CH2:14][CH2:15]Br)([CH3:4])([CH3:3])[CH3:2].C([N-]C(C)C)(C)C.[Li+].C(NC(C)C)(C)C.C([Li])CCC, predict the reaction product. The product is: [CH3:20][C:19]([CH3:22])([CH3:21])[C:18]([NH:17][C:11]1[N:10]=[CH:9][C:8]2[CH:7]([C:6]([O:5][C:1]([CH3:4])([CH3:3])[CH3:2])=[O:24])[CH2:15][CH2:14][C:13]=2[CH:12]=1)=[O:23].